This data is from Forward reaction prediction with 1.9M reactions from USPTO patents (1976-2016). The task is: Predict the product of the given reaction. (1) Given the reactants CO[C:3]([C:5]1[C:10](=[O:11])[N:9]([CH2:12][C:13]2[CH:18]=[CH:17][C:16]([O:19][CH3:20])=[CH:15][CH:14]=2)[N:8]2[CH:21]=[C:22]([Cl:24])[CH:23]=[C:7]2[C:6]=1[OH:25])=[O:4].[NH2:26][CH2:27][C:28]([O-:30])=[O:29].[Na+], predict the reaction product. The product is: [Cl:24][C:22]1[CH:23]=[C:7]2[C:6]([OH:25])=[C:5]([C:3]([NH:26][CH2:27][C:28]([OH:30])=[O:29])=[O:4])[C:10](=[O:11])[N:9]([CH2:12][C:13]3[CH:14]=[CH:15][C:16]([O:19][CH3:20])=[CH:17][CH:18]=3)[N:8]2[CH:21]=1. (2) The product is: [C:18]([O:21][CH2:22][C:23]1[C:24]([N:38]2[CH2:49][CH2:48][N:47]3[C:40](=[CH:41][C:42]4[CH2:43][C:44]([CH3:50])([CH3:51])[CH2:45][C:46]=43)[C:39]2=[O:52])=[N:25][CH:26]=[CH:27][C:28]=1[C:2]1[CH:3]=[C:4]([NH:10][C:11]2[SH:12]([CH2:61][CH3:62])[CH:13]=[N:14][N:15]=2)[C:5](=[O:9])[N:6]([CH3:8])[CH:7]=1)(=[O:20])[CH3:19]. Given the reactants Br[C:2]1[CH:3]=[C:4]([NH:10][C:11]2[S:12][C:13](CC)=[N:14][N:15]=2)[C:5](=[O:9])[N:6]([CH3:8])[CH:7]=1.[C:18]([O:21][CH2:22][C:23]1[C:24]([N:38]2[CH2:49][CH2:48][N:47]3[C:40](=[CH:41][C:42]4[CH2:43][C:44]([CH3:51])([CH3:50])[CH2:45][C:46]=43)[C:39]2=[O:52])=[N:25][CH:26]=[CH:27][C:28]=1B1OC(C)(C)C(C)(C)O1)(=[O:20])[CH3:19].[O-]P([O-])([O-])=O.[K+].[K+].[K+].[CH3:61][C:62](O[Na])=O, predict the reaction product. (3) Given the reactants [F:1][C:2]1[CH:11]=[C:10]2[C:5]([C:6]([OH:26])=[C:7]([C:15]([NH:17][CH2:18][C:19]([O:21]C(C)(C)C)=[O:20])=[O:16])[C:8](=[O:14])[C:9]2([CH3:13])[CH3:12])=[CH:4][CH:3]=1.C(O)(C(F)(F)F)=O, predict the reaction product. The product is: [F:1][C:2]1[CH:11]=[C:10]2[C:5]([C:6]([OH:26])=[C:7]([C:15]([NH:17][CH2:18][C:19]([OH:21])=[O:20])=[O:16])[C:8](=[O:14])[C:9]2([CH3:13])[CH3:12])=[CH:4][CH:3]=1. (4) Given the reactants [F:1][C:2]1[CH:11]=[C:10]([F:12])[CH:9]=[C:8]2[C:3]=1[C:4]([NH:20][C:21]1[CH:22]=[N:23][CH:24]=[C:25]([N:27]3[CH2:32][CH2:31][O:30][CH2:29][CH2:28]3)[CH:26]=1)=[C:5]([CH3:19])[C:6]([N:13]1[CH2:18][CH2:17][NH:16][CH2:15][CH2:14]1)=[N:7]2.Br[C:34]1[CH:35]=[N:36][CH:37]=[CH:38][CH:39]=1, predict the reaction product. The product is: [F:1][C:2]1[CH:11]=[C:10]([F:12])[CH:9]=[C:8]2[C:3]=1[C:4]([NH:20][C:21]1[CH:22]=[N:23][CH:24]=[C:25]([N:27]3[CH2:32][CH2:31][O:30][CH2:29][CH2:28]3)[CH:26]=1)=[C:5]([CH3:19])[C:6]([N:13]1[CH2:14][CH2:15][N:16]([C:34]3[CH:35]=[N:36][CH:37]=[CH:38][CH:39]=3)[CH2:17][CH2:18]1)=[N:7]2.